The task is: Predict the reactants needed to synthesize the given product.. This data is from Full USPTO retrosynthesis dataset with 1.9M reactions from patents (1976-2016). (1) The reactants are: [C:1]([O-:4])([O-])=O.[K+].[K+].CI.[Br:9][C:10]1[CH:11]=[C:12](O)[CH:13]=[N:14][C:15]=1[Cl:16]. Given the product [Br:9][C:10]1[C:15]([Cl:16])=[N:14][CH:13]=[C:12]([O:4][CH3:1])[CH:11]=1, predict the reactants needed to synthesize it. (2) Given the product [CH:18]1([N:7]([CH:1]2[CH2:6][CH2:5][CH2:4][CH2:3][CH2:2]2)[C:8](=[O:9])[NH:10][C:11]2[S:12][C:13]([CH2:16][N:37]3[CH2:38][CH2:39][O:40][CH:35]([C:33]([OH:34])=[O:32])[CH2:36]3)=[CH:14][N:15]=2)[CH2:23][CH2:22][CH2:21][CH2:20][CH2:19]1, predict the reactants needed to synthesize it. The reactants are: [CH:1]1([N:7]([CH:18]2[CH2:23][CH2:22][CH2:21][CH2:20][CH2:19]2)[C:8]([NH:10][C:11]2[S:12][C:13]([CH:16]=O)=[CH:14][N:15]=2)=[O:9])[CH2:6][CH2:5][CH2:4][CH2:3][CH2:2]1.Cl.C([O:32][C:33]([CH:35]1[O:40][CH2:39][CH2:38][NH:37][CH2:36]1)=[O:34])C1C=CC=CC=1.